This data is from Full USPTO retrosynthesis dataset with 1.9M reactions from patents (1976-2016). The task is: Predict the reactants needed to synthesize the given product. (1) The reactants are: C(N(CC)CC)C.[C:8]([O:12][C:13]([N:15]1[CH2:20][CH2:19][NH:18][CH2:17][CH2:16]1)=[O:14])([CH3:11])([CH3:10])[CH3:9].[F:21][C:22]1[CH:23]=[CH:24][C:25]([C:31]([F:34])([F:33])[F:32])=[C:26]([CH:30]=1)[C:27](Cl)=[O:28].O. Given the product [C:8]([O:12][C:13]([N:15]1[CH2:20][CH2:19][N:18]([C:27](=[O:28])[C:26]2[CH:30]=[C:22]([F:21])[CH:23]=[CH:24][C:25]=2[C:31]([F:34])([F:32])[F:33])[CH2:17][CH2:16]1)=[O:14])([CH3:11])([CH3:9])[CH3:10], predict the reactants needed to synthesize it. (2) Given the product [Cl:13][C:7]1[C:8]([C:17]2[CH:18]=[N:19][C:20]([C:25]([F:27])([F:28])[F:26])=[CH:21][C:22]=2[C:23]#[N:24])=[CH:9][C:4]([C:1]([OH:3])=[O:2])=[C:5]([O:14][CH3:15])[CH:6]=1, predict the reactants needed to synthesize it. The reactants are: [C:1]([C:4]1[C:5]([O:14][CH3:15])=[CH:6][C:7]([Cl:13])=[C:8](B(O)O)[CH:9]=1)([OH:3])=[O:2].Br[C:17]1[C:22]([C:23]#[N:24])=[CH:21][C:20]([C:25]([F:28])([F:27])[F:26])=[N:19][CH:18]=1.[O-]P([O-])([O-])=O.[K+].[K+].[K+].P(C(C)(C)C)(C(C)(C)C)C(C)(C)C.[H+].[B-](F)(F)(F)F. (3) Given the product [CH3:4][C:2]([C:5]1[C:10]([C:11]2[CH:16]=[C:15]([O:17][CH3:18])[CH:14]=[CH:13][C:12]=2[F:19])=[CH:9][C:8]([CH2:20][O:21][C:22]2[CH:27]=[CH:26][C:25]([C@@H:28]([C:35]3[CH:36]=[CH:37][CH:38]=[CH:39][CH:40]=3)[CH2:29][C:30]([OH:32])=[O:31])=[CH:24][CH:23]=2)=[CH:7][CH:6]=1)([CH3:1])[CH3:3], predict the reactants needed to synthesize it. The reactants are: [CH3:1][C:2]([C:5]1[C:10]([C:11]2[CH:16]=[C:15]([O:17][CH3:18])[CH:14]=[CH:13][C:12]=2[F:19])=[CH:9][C:8]([CH2:20][O:21][C:22]2[CH:27]=[CH:26][C:25]([C@@H:28]([C:35]3[CH:40]=[CH:39][CH:38]=[CH:37][CH:36]=3)[CH2:29][C:30]([O:32]CC)=[O:31])=[CH:24][CH:23]=2)=[CH:7][CH:6]=1)([CH3:4])[CH3:3].C1COCC1.CCO.[OH-].[Na+]. (4) The reactants are: [C:1]1([C@H:7]([NH:10][C:11]([C:13]2[CH:14]=[C:15]([C:22]([N:24]3[CH2:28][CH2:27][CH2:26][C@@H:25]3[CH2:29][OH:30])=[O:23])[N:16]3[CH2:21][CH2:20][O:19][CH2:18][C:17]=23)=[O:12])[CH2:8][CH3:9])[CH:6]=[CH:5][CH:4]=[CH:3][CH:2]=1.C(N(CC)CC)C.[C:38](Cl)(=[O:40])[CH3:39].C(=O)([O-])O.[Na+]. Given the product [C:1]1([C@H:7]([NH:10][C:11]([C:13]2[CH:14]=[C:15]([C:22]([N:24]3[CH2:28][CH2:27][CH2:26][C@@H:25]3[CH2:29][O:30][C:38](=[O:40])[CH3:39])=[O:23])[N:16]3[CH2:21][CH2:20][O:19][CH2:18][C:17]=23)=[O:12])[CH2:8][CH3:9])[CH:6]=[CH:5][CH:4]=[CH:3][CH:2]=1, predict the reactants needed to synthesize it. (5) Given the product [Cl:1][C:2]1[C:3]([C:12]([F:15])([F:14])[F:13])=[N:4][N:5]([CH2:8][C:9]([N:27]2[CH2:28][CH2:29][CH2:30][C:31]3[N:23]([C:20]4[CH:21]=[CH:22][C:17]([F:16])=[CH:18][CH:19]=4)[N:24]=[C:25]([CH3:32])[C:26]2=3)=[O:11])[C:6]=1[CH3:7], predict the reactants needed to synthesize it. The reactants are: [Cl:1][C:2]1[C:3]([C:12]([F:15])([F:14])[F:13])=[N:4][N:5]([CH2:8][C:9]([OH:11])=O)[C:6]=1[CH3:7].[F:16][C:17]1[CH:22]=[CH:21][C:20]([N:23]2[C:31]3[CH2:30][CH2:29][CH2:28][NH:27][C:26]=3[C:25]([CH3:32])=[N:24]2)=[CH:19][CH:18]=1. (6) Given the product [S:26]1[C:30]2[CH:31]=[C:32]([NH:35][C:2]3[N:7]=[CH:6][C:5]([C:8]4[S:9][CH:10]=[C:11]([C:13]([N:15]5[CH2:20][CH2:19][CH2:18][CH:17]([OH:21])[CH2:16]5)=[O:14])[N:12]=4)=[C:4]([NH:22][CH:23]([CH3:25])[CH3:24])[CH:3]=3)[CH:33]=[CH:34][C:29]=2[N:28]=[CH:27]1, predict the reactants needed to synthesize it. The reactants are: Cl[C:2]1[N:7]=[CH:6][C:5]([C:8]2[S:9][CH:10]=[C:11]([C:13]([N:15]3[CH2:20][CH2:19][CH2:18][CH:17]([OH:21])[CH2:16]3)=[O:14])[N:12]=2)=[C:4]([NH:22][CH:23]([CH3:25])[CH3:24])[CH:3]=1.[S:26]1[C:30]2[CH:31]=[C:32]([NH2:35])[CH:33]=[CH:34][C:29]=2[N:28]=[CH:27]1.C([O-])([O-])=O.[Na+].[Na+].CC1(C)C2C(=C(P(C3C=CC=CC=3)C3C=CC=CC=3)C=CC=2)OC2C(P(C3C=CC=CC=3)C3C=CC=CC=3)=CC=CC1=2.